From a dataset of Forward reaction prediction with 1.9M reactions from USPTO patents (1976-2016). Predict the product of the given reaction. Given the reactants O=C1[CH2:11][CH2:10][CH2:9][C:8]2[N:7]=[N:6][C:5]([C:12]3[CH:17]=[CH:16][CH:15]=[C:14]([C:18]([F:21])([F:20])[F:19])[CH:13]=3)=[CH:4][C:3]1=2.C[Mg]Cl.[CH3:25]CCCCC.C([O:34][CH2:35][CH3:36])(=O)C, predict the reaction product. The product is: [CH3:25][C:35]1([OH:34])[CH2:36][CH:10]([CH3:11])[CH2:9][C:8]2[N:7]=[N:6][C:5]([C:12]3[CH:17]=[CH:16][CH:15]=[C:14]([C:18]([F:20])([F:19])[F:21])[CH:13]=3)=[CH:4][C:3]1=2.